This data is from Full USPTO retrosynthesis dataset with 1.9M reactions from patents (1976-2016). The task is: Predict the reactants needed to synthesize the given product. (1) Given the product [NH2:1][C:2]1[C:7]2=[C:8]([C:13]3[CH:18]=[CH:17][C:16]([NH:19][C:20]([NH:22][C:23]4[CH:28]=[C:27]([CH3:29])[CH:26]=[CH:25][N:24]=4)=[O:21])=[CH:15][CH:14]=3)[C:9]([CH2:11][O:12][CH3:34])=[CH:10][N:6]2[N:5]=[CH:4][N:3]=1, predict the reactants needed to synthesize it. The reactants are: [NH2:1][C:2]1[C:7]2=[C:8]([C:13]3[CH:18]=[CH:17][C:16]([NH:19][C:20]([NH:22][C:23]4[CH:28]=[C:27]([CH3:29])[CH:26]=[CH:25][N:24]=4)=[O:21])=[CH:15][CH:14]=3)[C:9]([CH2:11][OH:12])=[CH:10][N:6]2[N:5]=[CH:4][N:3]=1.S(Cl)(Cl)=O.[CH2:34](N(CC)CC)C. (2) The reactants are: [CH2:1]([C:4]1[N:8]([CH2:9][C:10]2[CH:28]=[CH:27][C:13]3/[C:14](=[CH:23]/[C:24](O)=[O:25])/[C:15]4[CH:22]=[CH:21][CH:20]=[CH:19][C:16]=4[CH2:17][CH2:18][C:12]=3[CH:11]=2)[C:7]2[CH:29]=[CH:30][CH:31]=[CH:32][C:6]=2[N:5]=1)[CH2:2][CH3:3].O.[NH2:34][NH2:35].O. Given the product [CH2:1]([C:4]1[N:8]([CH2:9][C:10]2[CH:28]=[CH:27][C:13]3/[C:14](=[CH:23]/[C:24]([NH:34][NH2:35])=[O:25])/[C:15]4[CH:22]=[CH:21][CH:20]=[CH:19][C:16]=4[CH2:17][CH2:18][C:12]=3[CH:11]=2)[C:7]2[CH:29]=[CH:30][CH:31]=[CH:32][C:6]=2[N:5]=1)[CH2:2][CH3:3], predict the reactants needed to synthesize it. (3) Given the product [C:13]([C:6]1[O:7][C:8](=[O:9])[C:10]2[C:4]([C:5]=1[C:16]1[CH:17]=[CH:18][CH:19]=[CH:20][CH:21]=1)=[CH:3][C:2]([Br:1])=[CH:12][CH:11]=2)(=[O:14])[CH3:22], predict the reactants needed to synthesize it. The reactants are: [Br:1][C:2]1[CH:3]=[C:4]2[C:10](=[CH:11][CH:12]=1)[C:8](=[O:9])[O:7][C:6]([C:13](O)=[O:14])=[C:5]2[C:16]1[CH:21]=[CH:20][CH:19]=[CH:18][CH:17]=1.[CH3:22]C1(C)OC(=O)CC(=O)O1.C(N(CC)CC)C.C(N=C=NCCCN(C)C)C.